From a dataset of Catalyst prediction with 721,799 reactions and 888 catalyst types from USPTO. Predict which catalyst facilitates the given reaction. (1) Reactant: [CH:1]([NH:4][C:5]1[N:13]=[C:12]([C:14]([F:17])([F:16])[F:15])[CH:11]=[CH:10][C:6]=1[C:7]([OH:9])=O)([CH3:3])[CH3:2].CCN=C=NCCCN(C)C.C1C=CC2N(O)N=NC=2C=1.CCN(C(C)C)C(C)C.[CH3:48][C:49]([NH2:53])([C:51]#[CH:52])[CH3:50]. Product: [CH:1]([NH:4][C:5]1[N:13]=[C:12]([C:14]([F:17])([F:16])[F:15])[CH:11]=[CH:10][C:6]=1[C:7]([NH:53][C:49]([CH3:50])([C:51]#[CH:52])[CH3:48])=[O:9])([CH3:2])[CH3:3]. The catalyst class is: 2. (2) Reactant: C(N[CH:5]([CH3:7])[CH3:6])(C)C.C(=O)=O.[CH3:11][C:12](C)=O.C([Li])CCC.C([N-]C(C)C)(C)C.[Li+].[OH:28][C@@H:29]([CH3:35])[CH2:30][C:31]([O:33][CH3:34])=[O:32].BrCC=C(C)C.COCCOC. Product: [OH:28][C@H:29]([C@H:30]([CH2:11][CH:12]=[C:5]([CH3:6])[CH3:7])[C:31]([O:33][CH3:34])=[O:32])[CH3:35]. The catalyst class is: 1. (3) Reactant: [CH2:1]([O:17][CH2:18][C@H:19](O)[CH2:20][OH:21])[CH2:2][CH2:3][CH2:4][CH2:5][CH2:6][CH2:7][CH2:8][CH2:9][CH2:10][CH2:11][CH2:12][CH2:13][CH2:14][CH2:15][CH3:16].C1C=CC(P(C2C=CC=CC=2)C2C=CC=CC=2)=CC=1.N(C(OC(C)C)=O)=NC(OC(C)C)=O.[Si]([N:60]=[N+:61]=[N-:62])(C)(C)C. Product: [N:60]([C@H:19]([CH2:18][O:17][CH2:1][CH2:2][CH2:3][CH2:4][CH2:5][CH2:6][CH2:7][CH2:8][CH2:9][CH2:10][CH2:11][CH2:12][CH2:13][CH2:14][CH2:15][CH3:16])[CH2:20][OH:21])=[N+:61]=[N-:62]. The catalyst class is: 2. (4) Reactant: [CH:1]([CH:3]1[CH2:8][CH2:7][CH2:6][CH2:5][CH:4]1/[CH:9]=[CH:10]/[C:11]([O:13][CH2:14][CH3:15])=[O:12])=O.[CH2:16]([NH2:23])[C:17]1[CH:22]=[CH:21][CH:20]=[CH:19][CH:18]=1.[BH-](OC(C)=O)(OC(C)=O)OC(C)=O.[Na+]. Product: [CH2:16]([N:23]1[CH2:1][CH:3]2[CH:4]([CH2:5][CH2:6][CH2:7][CH2:8]2)[CH:9]1[CH2:10][C:11]([O:13][CH2:14][CH3:15])=[O:12])[C:17]1[CH:22]=[CH:21][CH:20]=[CH:19][CH:18]=1. The catalyst class is: 2. (5) Reactant: [Cl:1][C:2]1[CH:3]=[CH:4][C:5]([CH2:8][O:9][C:10]2[CH:15]=[CH:14][N:13]([C:16]3[CH:17]=[N:18][C:19]([N:22]4[CH2:37][CH2:36][C:24]5([CH2:28][N:27](C(OC(C)(C)C)=O)[CH2:26][CH2:25]5)[CH2:23]4)=[CH:20][CH:21]=3)[C:12](=[O:38])[CH:11]=2)=[N:6][CH:7]=1. Product: [Cl:1][C:2]1[CH:3]=[CH:4][C:5]([CH2:8][O:9][C:10]2[CH:15]=[CH:14][N:13]([C:16]3[CH:17]=[N:18][C:19]([N:22]4[CH2:37][CH2:36][C:24]5([CH2:25][CH2:26][NH:27][CH2:28]5)[CH2:23]4)=[CH:20][CH:21]=3)[C:12](=[O:38])[CH:11]=2)=[N:6][CH:7]=1. The catalyst class is: 137. (6) Reactant: [Cl:1][C:2]1[CH:7]=[CH:6][C:5]([C:8]2([C:14]([NH:16][C@@H:17]3[CH2:22][CH2:21][CH2:20][N:19](C(OC(C)(C)C)=O)[CH2:18]3)=[O:15])[CH2:13][CH2:12][CH2:11][CH2:10][CH2:9]2)=[CH:4][CH:3]=1.Cl. Product: [ClH:1].[Cl:1][C:2]1[CH:3]=[CH:4][C:5]([C:8]2([C:14]([NH:16][C@@H:17]3[CH2:22][CH2:21][CH2:20][NH:19][CH2:18]3)=[O:15])[CH2:13][CH2:12][CH2:11][CH2:10][CH2:9]2)=[CH:6][CH:7]=1. The catalyst class is: 12. (7) Reactant: [N:1]12[CH2:8][CH2:7][CH:4]([CH2:5][CH2:6]1)[C@@H:3]([O:9][C:10](=[O:42])[NH:11][C:12]1[CH:17]=[C:16](/[CH:18]=[CH:19]/[CH2:20][CH2:21][N:22]3[C:26]4[CH:27]=[CH:28][C:29](/[CH:31]=[CH:32]/[O:33]C)=[CH:30][C:25]=4[O:24][C:23]3=[O:35])[CH:15]=[CH:14][C:13]=1[C:36]1[CH:41]=[CH:40][CH:39]=[CH:38][CH:37]=1)[CH2:2]2.Cl.C(=O)(O)[O-]. Product: [N:1]12[CH2:8][CH2:7][CH:4]([CH2:5][CH2:6]1)[C@@H:3]([O:9][C:10](=[O:42])[NH:11][C:12]1[CH:17]=[C:16](/[CH:18]=[CH:19]/[CH2:20][CH2:21][N:22]3[C:26]4[CH:27]=[CH:28][C:29]([CH2:31][CH:32]=[O:33])=[CH:30][C:25]=4[O:24][C:23]3=[O:35])[CH:15]=[CH:14][C:13]=1[C:36]1[CH:41]=[CH:40][CH:39]=[CH:38][CH:37]=1)[CH2:2]2. The catalyst class is: 12. (8) Reactant: C([O-])(=O)C.[K+].[B:15]1([B:15]2[O:19][C:18]([CH3:21])([CH3:20])[C:17]([CH3:23])([CH3:22])[O:16]2)[O:19][C:18]([CH3:21])([CH3:20])[C:17]([CH3:23])([CH3:22])[O:16]1.Br[C:25]1[CH:30]=[CH:29][C:28]([C:31]#[N:32])=[CH:27][C:26]=1[CH3:33]. Product: [CH3:33][C:26]1[CH:27]=[C:28]([CH:29]=[CH:30][C:25]=1[B:15]1[O:16][C:17]([CH3:22])([CH3:23])[C:18]([CH3:20])([CH3:21])[O:19]1)[C:31]#[N:32]. The catalyst class is: 613.